From a dataset of Forward reaction prediction with 1.9M reactions from USPTO patents (1976-2016). Predict the product of the given reaction. (1) Given the reactants Br[C:2]1[C:10]2[C:5](=[CH:6][CH:7]=[C:8]([C:11]([NH:13][C@@H:14]3[CH2:19][CH2:18][CH2:17][N:16]([C:20]([O:22][C:23]([CH3:26])([CH3:25])[CH3:24])=[O:21])[CH2:15]3)=[O:12])[CH:9]=2)[N:4]([C:27]([C:40]2[CH:45]=[CH:44][CH:43]=[CH:42][CH:41]=2)([C:34]2[CH:39]=[CH:38][CH:37]=[CH:36][CH:35]=2)[C:28]2[CH:33]=[CH:32][CH:31]=[CH:30][CH:29]=2)[N:3]=1.P([O-])([O-])([O-])=O.[K+].[K+].[K+], predict the reaction product. The product is: [N:16]1[CH:17]=[CH:18][C:19]([C:2]2[C:10]3[C:5](=[CH:6][CH:7]=[C:8]([C:11]([NH:13][C@@H:14]4[CH2:19][CH2:18][CH2:17][N:16]([C:20]([O:22][C:23]([CH3:26])([CH3:25])[CH3:24])=[O:21])[CH2:15]4)=[O:12])[CH:9]=3)[N:4]([C:27]([C:40]3[CH:45]=[CH:44][CH:43]=[CH:42][CH:41]=3)([C:34]3[CH:39]=[CH:38][CH:37]=[CH:36][CH:35]=3)[C:28]3[CH:33]=[CH:32][CH:31]=[CH:30][CH:29]=3)[N:3]=2)=[CH:14][CH:15]=1. (2) Given the reactants [Si:1]([O:8][CH2:9][CH2:10][N:11]1[C:15](=[O:16])[C:14]2[CH:17]=[C:18]([C:20]3[CH:25]=[CH:24][N:23]=[C:22](Cl)[N:21]=3)[S:19][C:13]=2[C:12]1([CH3:28])[CH3:27])([C:4]([CH3:7])([CH3:6])[CH3:5])([CH3:3])[CH3:2].[CH3:29][N:30]1[C:34]([NH2:35])=[CH:33][CH:32]=[N:31]1.C(=O)([O-])[O-].[Cs+].[Cs+].C1(P(C2C=CC=CC=2)C2C3OC4C(=CC=CC=4P(C4C=CC=CC=4)C4C=CC=CC=4)C(C)(C)C=3C=CC=2)C=CC=CC=1, predict the reaction product. The product is: [Si:1]([O:8][CH2:9][CH2:10][N:11]1[C:15](=[O:16])[C:14]2[CH:17]=[C:18]([C:20]3[CH:25]=[CH:24][N:23]=[C:22]([NH:35][C:34]4[N:30]([CH3:29])[N:31]=[CH:32][CH:33]=4)[N:21]=3)[S:19][C:13]=2[C:12]1([CH3:28])[CH3:27])([C:4]([CH3:7])([CH3:6])[CH3:5])([CH3:3])[CH3:2]. (3) The product is: [F:1][CH2:2][S:3][C:4]1[N:5]=[CH:6][N:7]2[CH:11]=[C:10]([Sn:16]([CH2:17][CH2:18][CH2:19][CH3:20])([CH2:21][CH2:22][CH2:23][CH3:24])[CH2:12][CH2:13][CH2:14][CH3:15])[S:9][C:8]=12. Given the reactants [F:1][CH2:2][S:3][C:4]1[N:5]=[CH:6][N:7]2[CH:11]=[CH:10][S:9][C:8]=12.[CH2:12]([Sn:16](Cl)([CH2:21][CH2:22][CH2:23][CH3:24])[CH2:17][CH2:18][CH2:19][CH3:20])[CH2:13][CH2:14][CH3:15].C[Si]([N-][Si](C)(C)C)(C)C.[Li+].C1COCC1.C(OCC)(=O)C, predict the reaction product. (4) Given the reactants Cl[C:2]1[N:10]=[CH:9][N:8]=[C:7]2[C:3]=1[N:4]=[CH:5][N:6]2[CH2:11][N:12]1[CH2:16][CH:15]([CH2:17][CH2:18][CH3:19])[CH2:14][C:13]1=[O:20].[CH:21]1([NH2:24])[CH2:23][CH2:22]1.C([O-])(O)=O.[Na+], predict the reaction product. The product is: [CH:21]1([NH:24][C:2]2[N:10]=[CH:9][N:8]=[C:7]3[C:3]=2[N:4]=[CH:5][N:6]3[CH2:11][N:12]2[CH2:16][CH:15]([CH2:17][CH2:18][CH3:19])[CH2:14][C:13]2=[O:20])[CH2:23][CH2:22]1. (5) Given the reactants [C:1]([O:5][C:6](=[O:29])[NH:7][C@@H:8]([C:12](=O)[NH:13][C:14]1[CH:19]=[CH:18][CH:17]=[CH:16][C:15]=1[NH:20][CH2:21][C:22]1[CH:27]=[CH:26][CH:25]=[CH:24][CH:23]=1)[CH:9]([CH3:11])[CH3:10])([CH3:4])([CH3:3])[CH3:2], predict the reaction product. The product is: [C:1]([O:5][C:6](=[O:29])[NH:7][C@@H:8]([C:12]1[N:20]([CH2:21][C:22]2[CH:27]=[CH:26][CH:25]=[CH:24][CH:23]=2)[C:15]2[CH:16]=[CH:17][CH:18]=[CH:19][C:14]=2[N:13]=1)[CH:9]([CH3:11])[CH3:10])([CH3:4])([CH3:3])[CH3:2].